Dataset: Reaction yield outcomes from USPTO patents with 853,638 reactions. Task: Predict the reaction yield, written as a fraction of the theoretical maximum amount of product (1.0 means a 100% yield; for example, 0.34 means a 34% yield). The catalyst is O1CCCC1.CCOCC. The yield is 0.630. The product is [CH3:13][CH:14]([O:11][C:5]1[CH:6]=[C:7]([N+:8]([O-:10])=[O:9])[C:2]([F:1])=[CH:3][C:4]=1[CH3:12])[CH3:15]. The reactants are [F:1][C:2]1[C:7]([N+:8]([O-:10])=[O:9])=[CH:6][C:5]([OH:11])=[C:4]([CH3:12])[CH:3]=1.[CH3:13][CH:14](O)[CH3:15].C1(P(C2C=CC=CC=2)C2C=CC=CN=2)C=CC=CC=1.N(C(OC(C)(C)C)=O)=NC(OC(C)(C)C)=O.Cl.